The task is: Predict the reactants needed to synthesize the given product.. This data is from Full USPTO retrosynthesis dataset with 1.9M reactions from patents (1976-2016). (1) Given the product [C:16]1([CH2:15][S:1][C:2]2[C:7]([OH:8])=[CH:6][CH:5]=[CH:4][N:3]=2)[CH:21]=[CH:20][CH:19]=[CH:18][CH:17]=1, predict the reactants needed to synthesize it. The reactants are: [SH:1][C:2]1[C:7]([OH:8])=[CH:6][CH:5]=[CH:4][N:3]=1.C(=O)([O-])[O-].[K+].[K+].[CH2:15](Br)[C:16]1[CH:21]=[CH:20][CH:19]=[CH:18][CH:17]=1. (2) Given the product [NH2:1][CH2:4][CH2:5][C@@H:6]1[C:10]2[NH:11][C:12]([C:14]3[CH:15]=[CH:16][CH:17]=[C:18]4[C:23]=3[N:22]=[C:21]([NH:24][C:25]([CH3:28])([CH3:26])[CH3:27])[N:20]([CH3:29])[C:19]4=[O:30])=[CH:13][C:9]=2[C:8](=[O:31])[NH:7]1, predict the reactants needed to synthesize it. The reactants are: [N:1]([CH2:4][CH2:5][C@@H:6]1[C:10]2[NH:11][C:12]([C:14]3[CH:15]=[CH:16][CH:17]=[C:18]4[C:23]=3[N:22]=[C:21]([NH:24][C:25]([CH3:28])([CH3:27])[CH3:26])[N:20]([CH3:29])[C:19]4=[O:30])=[CH:13][C:9]=2[C:8](=[O:31])[NH:7]1)=[N+]=[N-].CP(C)C. (3) Given the product [F:16][C:15]1[CH:14]=[C:13]([C:17]([OH:20])([CH3:18])[CH3:19])[CH:12]=[C:11]([F:21])[C:10]=1[C:4]1[S:3][C:2]([NH:1][C:23]2[CH:24]=[CH:25][C:26]([C:30]3[N:31]=[N:32][N:33]([CH2:35][CH2:36][OH:37])[CH:34]=3)=[C:27]([CH3:29])[N:28]=2)=[C:6]([C:7]([NH2:9])=[O:8])[CH:5]=1, predict the reactants needed to synthesize it. The reactants are: [NH2:1][C:2]1[S:3][C:4]([C:10]2[C:15]([F:16])=[CH:14][C:13]([C:17]([OH:20])([CH3:19])[CH3:18])=[CH:12][C:11]=2[F:21])=[CH:5][C:6]=1[C:7]([NH2:9])=[O:8].Cl[C:23]1[N:28]=[C:27]([CH3:29])[C:26]([C:30]2[N:31]=[N:32][N:33]([CH2:35][CH2:36][OH:37])[CH:34]=2)=[CH:25][CH:24]=1. (4) Given the product [Br:1][C:2]1[CH:3]=[C:4]([CH:8]([N:12]2[CH:16]=[C:15]([C:17]3[C:18]4[CH:25]=[CH:24][N:23]([CH2:26][O:27][CH2:28][CH2:29][Si:30]([CH3:32])([CH3:31])[CH3:33])[C:19]=4[N:20]=[CH:21][N:22]=3)[CH:14]=[N:13]2)[CH2:9][CH:10]=[C:60]([F:62])[F:61])[CH:5]=[CH:6][CH:7]=1, predict the reactants needed to synthesize it. The reactants are: [Br:1][C:2]1[CH:3]=[C:4]([CH:8]([N:12]2[CH:16]=[C:15]([C:17]3[C:18]4[CH:25]=[CH:24][N:23]([CH2:26][O:27][CH2:28][CH2:29][Si:30]([CH3:33])([CH3:32])[CH3:31])[C:19]=4[N:20]=[CH:21][N:22]=3)[CH:14]=[N:13]2)[CH2:9][CH:10]=O)[CH:5]=[CH:6][CH:7]=1.CN(C)C(=O)C.C1(P(C2C=CC=CC=2)C2C=CC=CC=2)C=CC=CC=1.Br[C:60](Br)([F:62])[F:61]. (5) Given the product [CH2:1]([N:8]1[CH2:9][CH2:10][CH:11]([N:14]2[CH:49]=[CH:48][C:16]([C:28]3[CH:29]=[CH:30][C:25]([F:24])=[CH:26][CH:27]=3)=[C:15]2[C:18]2[CH:23]=[CH:22][N:21]=[CH:20][CH:19]=2)[CH2:12][CH2:13]1)[C:2]1[CH:3]=[CH:4][CH:5]=[CH:6][CH:7]=1, predict the reactants needed to synthesize it. The reactants are: [CH2:1]([N:8]1[CH2:13][CH2:12][CH:11]([NH:14][CH:15]([C:18]2[CH:23]=[CH:22][N:21]=[CH:20][CH:19]=2)[C:16]#N)[CH2:10][CH2:9]1)[C:2]1[CH:7]=[CH:6][CH:5]=[CH:4][CH:3]=1.[F:24][C:25]1[CH:30]=[CH:29][C:28](C=CC=O)=[CH:27][CH:26]=1.C(=O)([O-])[O-].[K+].[K+].C(=O)([O-])O.[Na+].CN(C)[C:48](=O)[CH3:49]. (6) Given the product [F:28][C:26]([C@H:29]1[N:34]2[N:35]=[CH:36][C:37]([C:38]([OH:40])=[O:39])=[C:33]2[NH:32][C@@H:31]([C:43]2[CH:44]=[CH:45][C:46]([CH2:49][CH3:50])=[CH:47][CH:48]=2)[CH2:30]1)([F:25])[CH3:27], predict the reactants needed to synthesize it. The reactants are: C(C1C=CC([C@H]2C[C@@H](C(F)(F)F)N3N=CC(C(O)=O)=C3N2)=CC=1)C.[F:25][C:26]([C@H:29]1[N:34]2[N:35]=[CH:36][C:37]([C:38]([O:40]CC)=[O:39])=[C:33]2[NH:32][C@@H:31]([C:43]2[CH:48]=[CH:47][C:46]([CH2:49][CH3:50])=[CH:45][CH:44]=2)[CH2:30]1)([F:28])[CH3:27].[OH-].[K+]. (7) Given the product [CH3:12][C:11]1[O:1][C:2]2[CH:9]=[CH:8][C:5]([C:6]#[N:7])=[CH:4][C:3]=2[CH:10]=1, predict the reactants needed to synthesize it. The reactants are: [OH:1][C:2]1[CH:9]=[CH:8][C:5]([C:6]#[N:7])=[CH:4][C:3]=1[C:10]#[C:11][CH3:12].CCCC[N+](CCCC)(CCCC)CCCC.[F-]. (8) Given the product [Cl:1][C:2]1[S:6][C:5]([S:7]([NH:10][C:11]2[C:19]3[C:14](=[CH:15][CH:16]=[CH:17][C:18]=3[O:20][CH3:21])[N:13]([CH2:22][C:23]3[CH:28]=[CH:27][CH:26]=[C:25]([O:29][CH2:30][CH2:31][N:32]([CH3:33])[CH3:34])[CH:24]=3)[N:12]=2)(=[O:8])=[O:9])=[CH:4][CH:3]=1, predict the reactants needed to synthesize it. The reactants are: [Cl:1][C:2]1[S:6][C:5]([S:7]([N:10](S(C2SC(Cl)=CC=2)(=O)=O)[C:11]2[C:19]3[C:14](=[CH:15][CH:16]=[CH:17][C:18]=3[O:20][CH3:21])[N:13]([CH2:22][C:23]3[CH:28]=[CH:27][CH:26]=[C:25]([O:29][CH2:30][CH2:31][N:32]([CH3:34])[CH3:33])[CH:24]=3)[N:12]=2)(=[O:9])=[O:8])=[CH:4][CH:3]=1.[OH-].[Na+]. (9) Given the product [Cl:1][C:2]1[C:3]([CH3:12])=[C:4]([S:8]([NH:19][C:20]2[CH:21]=[C:22]3[C:27](=[CH:28][CH:29]=2)[N:26]=[C:25]([CH3:30])[CH:24]=[N:23]3)(=[O:10])=[O:9])[CH:5]=[CH:6][CH:7]=1, predict the reactants needed to synthesize it. The reactants are: [Cl:1][C:2]1[C:3]([CH3:12])=[C:4]([S:8](Cl)(=[O:10])=[O:9])[CH:5]=[CH:6][CH:7]=1.N1C=CC=CC=1.[NH2:19][C:20]1[CH:21]=[C:22]2[C:27](=[CH:28][CH:29]=1)[N:26]=[C:25]([CH3:30])[CH:24]=[N:23]2.C([O-])(O)=O.[Na+]. (10) Given the product [CH3:13][O:12][C:5]1[N:4]=[CH:3][C:2]([C:14]2[CH:19]=[CH:18][CH:17]=[CH:16][CH:15]=2)=[CH:11][C:6]=1[C:7]([O:9][CH3:10])=[O:8], predict the reactants needed to synthesize it. The reactants are: Br[C:2]1[CH:3]=[N:4][C:5]([O:12][CH3:13])=[C:6]([CH:11]=1)[C:7]([O:9][CH3:10])=[O:8].[C:14]1(B(O)O)[CH:19]=[CH:18][CH:17]=[CH:16][CH:15]=1.[O-]P([O-])([O-])=O.[K+].[K+].[K+].O.